Dataset: Full USPTO retrosynthesis dataset with 1.9M reactions from patents (1976-2016). Task: Predict the reactants needed to synthesize the given product. (1) Given the product [C:18]([O:17][C:16](=[O:22])[NH:15][CH2:14][C:13]1[CH:23]=[CH:24][C:10]([C:9]2[C:4]3[CH:3]=[C:2]([C:44]4[CH:43]=[N:42][N:41]([CH2:40][CH2:39][N:38]([CH3:55])[CH3:37])[CH:45]=4)[NH:26][C:5]=3[N:6]=[CH:7][N:8]=2)=[CH:11][C:12]=1[F:25])([CH3:19])([CH3:20])[CH3:21], predict the reactants needed to synthesize it. The reactants are: Br[C:2]1[N:26](S(C2C=CC(C)=CC=2)(=O)=O)[C:5]2[N:6]=[CH:7][N:8]=[C:9]([C:10]3[CH:24]=[CH:23][C:13]([CH2:14][NH:15][C:16](=[O:22])[O:17][C:18]([CH3:21])([CH3:20])[CH3:19])=[C:12]([F:25])[CH:11]=3)[C:4]=2[CH:3]=1.[CH3:37][N:38]([CH3:55])[CH2:39][CH2:40][N:41]1[CH:45]=[C:44](B2OC(C)(C)C(C)(C)O2)[CH:43]=[N:42]1.COCCOC.C(=O)([O-])[O-].[K+].[K+]. (2) Given the product [Cl:13][C:14]1[CH:19]=[CH:18][CH:17]=[CH:16][C:15]=1[CH2:20][CH2:21][NH:22][C:2]([N:45]1[CH2:46][CH2:47][C:48]2[C:53](=[CH:52][CH:51]=[CH:50][CH:49]=2)[CH:44]1[C:38]1[CH:39]=[C:40]([F:43])[CH:41]=[CH:42][C:37]=1[O:36][CH2:35][C:34]([OH:33])=[O:54])=[O:4], predict the reactants needed to synthesize it. The reactants are: Cl[C:2](Cl)([O:4]C(=O)OC(Cl)(Cl)Cl)Cl.[Cl:13][C:14]1[CH:19]=[CH:18][CH:17]=[CH:16][C:15]=1[CH2:20][CH2:21][NH2:22].C(N(CC)CC)C.Cl.C([O:33][C:34](=[O:54])[CH2:35][O:36][C:37]1[CH:42]=[CH:41][C:40]([F:43])=[CH:39][C:38]=1[CH:44]1[C:53]2[C:48](=[CH:49][CH:50]=[CH:51][CH:52]=2)[CH2:47][CH2:46][NH:45]1)C. (3) Given the product [CH3:16][N:17]([C:2]1[C:11]2[C:6](=[CH:7][CH:8]=[CH:9][CH:10]=2)[N:5]=[C:4]([C:12]([F:15])([F:14])[F:13])[N:3]=1)[NH2:18], predict the reactants needed to synthesize it. The reactants are: Cl[C:2]1[C:11]2[C:6](=[CH:7][CH:8]=[CH:9][CH:10]=2)[N:5]=[C:4]([C:12]([F:15])([F:14])[F:13])[N:3]=1.[CH3:16][NH:17][NH2:18]. (4) The reactants are: C([O:9][CH2:10][C@@H:11]([O:49]C(=O)C1C=CC=CC=1)[CH2:12][C@@H:13]1[C@H:17]([O:18][CH3:19])[C@@H:16]([CH2:20][S:21]([C:24]2[CH:29]=[CH:28][CH:27]=[CH:26][CH:25]=2)(=[O:23])=[O:22])[C@H:15]([CH2:30][C@@H:31]2[C:36](=[CH2:37])[C@H:35]([CH3:38])[CH2:34][C@H:33]([CH2:39][CH2:40][CH2:41][O:42][C:43](=[O:48])[C:44]([CH3:47])([CH3:46])[CH3:45])[O:32]2)[O:14]1)(=O)C1C=CC=CC=1. Given the product [C:43]([O:42][CH2:41][CH2:40][CH2:39][C@H:33]1[CH2:34][C@@H:35]([CH3:38])[C:36](=[CH2:37])[C@@H:31]([CH2:30][C@H:15]2[C@H:16]([CH2:20][S:21]([C:24]3[CH:29]=[CH:28][CH:27]=[CH:26][CH:25]=3)(=[O:23])=[O:22])[C@@H:17]([O:18][CH3:19])[C@@H:13]([CH2:12][C@H:11]([OH:49])[CH2:10][OH:9])[O:14]2)[O:32]1)(=[O:48])[C:44]([CH3:46])([CH3:47])[CH3:45], predict the reactants needed to synthesize it.